Predict the product of the given reaction. From a dataset of Forward reaction prediction with 1.9M reactions from USPTO patents (1976-2016). (1) Given the reactants [Br:1][C:2]1[CH:3]=[CH:4][C:5]2[S:9](=O)(=[O:10])[N:8]([CH2:12][CH2:13]SC)[CH:7]([CH3:16])[C:6]=2[CH:17]=1.O[O:19][S:20]([O-:22])=O.[K+].[CH2:24]1COCC1.[OH2:29], predict the reaction product. The product is: [Br:1][C:2]1[CH:3]=[CH:4][C:5]2[S:9](=[O:10])(=[O:29])[N:8]([CH2:12][CH2:13][S:20]([CH3:24])(=[O:22])=[O:19])[CH:7]([CH3:16])[C:6]=2[CH:17]=1. (2) Given the reactants [OH:1][C:2]1([CH3:26])[CH2:7][CH2:6][N:5]([C@H:8]([C:20]2[CH:25]=[CH:24][CH:23]=[CH:22][CH:21]=2)[C:9]([O:11][C@H](C2C=CC=CC=2)C)=[O:10])[CH2:4][CH2:3]1.FC(F)(F)C(O)=O, predict the reaction product. The product is: [OH:1][C:2]1([CH3:26])[CH2:3][CH2:4][N:5]([C@H:8]([C:20]2[CH:25]=[CH:24][CH:23]=[CH:22][CH:21]=2)[C:9]([OH:11])=[O:10])[CH2:6][CH2:7]1.